This data is from Forward reaction prediction with 1.9M reactions from USPTO patents (1976-2016). The task is: Predict the product of the given reaction. Given the reactants [NH2:1][C:2]1[C:11]([I:12])=[CH:10][C:5]([C:6]([O:8]C)=[O:7])=[CH:4][N:3]=1.[OH-].[K+].Cl, predict the reaction product. The product is: [NH2:1][C:2]1[C:11]([I:12])=[CH:10][C:5]([C:6]([OH:8])=[O:7])=[CH:4][N:3]=1.